The task is: Regression. Given two drug SMILES strings and cell line genomic features, predict the synergy score measuring deviation from expected non-interaction effect.. This data is from NCI-60 drug combinations with 297,098 pairs across 59 cell lines. (1) Drug 1: CC(C1=C(C=CC(=C1Cl)F)Cl)OC2=C(N=CC(=C2)C3=CN(N=C3)C4CCNCC4)N. Drug 2: CC1=C2C(C(=O)C3(C(CC4C(C3C(C(C2(C)C)(CC1OC(=O)C(C(C5=CC=CC=C5)NC(=O)C6=CC=CC=C6)O)O)OC(=O)C7=CC=CC=C7)(CO4)OC(=O)C)O)C)OC(=O)C. Cell line: UACC62. Synergy scores: CSS=55.4, Synergy_ZIP=6.96, Synergy_Bliss=8.21, Synergy_Loewe=-2.43, Synergy_HSA=9.39. (2) Drug 2: C1=CC=C(C(=C1)C(C2=CC=C(C=C2)Cl)C(Cl)Cl)Cl. Cell line: SK-MEL-28. Synergy scores: CSS=-14.0, Synergy_ZIP=11.2, Synergy_Bliss=13.9, Synergy_Loewe=-7.17, Synergy_HSA=-4.58. Drug 1: C(=O)(N)NO. (3) Drug 1: C(=O)(N)NO. Drug 2: C1CCC(C(C1)N)N.C(=O)(C(=O)[O-])[O-].[Pt+4]. Cell line: HCC-2998. Synergy scores: CSS=42.1, Synergy_ZIP=-0.258, Synergy_Bliss=-0.586, Synergy_Loewe=-1.49, Synergy_HSA=4.54. (4) Drug 1: C1=NC(=NC(=O)N1C2C(C(C(O2)CO)O)O)N. Drug 2: COCCOC1=C(C=C2C(=C1)C(=NC=N2)NC3=CC=CC(=C3)C#C)OCCOC.Cl. Cell line: HL-60(TB). Synergy scores: CSS=74.0, Synergy_ZIP=-1.13, Synergy_Bliss=2.45, Synergy_Loewe=-13.7, Synergy_HSA=4.15. (5) Drug 1: C1=CC(=C2C(=C1NCCNCCO)C(=O)C3=C(C=CC(=C3C2=O)O)O)NCCNCCO. Drug 2: C1C(C(OC1N2C=NC3=C(N=C(N=C32)Cl)N)CO)O. Cell line: NCI-H522. Synergy scores: CSS=53.9, Synergy_ZIP=-1.10, Synergy_Bliss=-2.02, Synergy_Loewe=-10.3, Synergy_HSA=-0.349. (6) Drug 1: CS(=O)(=O)C1=CC(=C(C=C1)C(=O)NC2=CC(=C(C=C2)Cl)C3=CC=CC=N3)Cl. Drug 2: C1=CC=C(C=C1)NC(=O)CCCCCCC(=O)NO. Cell line: UACC-257. Synergy scores: CSS=10.1, Synergy_ZIP=-1.64, Synergy_Bliss=1.22, Synergy_Loewe=-15.5, Synergy_HSA=-0.254. (7) Drug 1: C1CCN(CC1)CCOC2=CC=C(C=C2)C(=O)C3=C(SC4=C3C=CC(=C4)O)C5=CC=C(C=C5)O. Drug 2: CC1=CC2C(CCC3(C2CCC3(C(=O)C)OC(=O)C)C)C4(C1=CC(=O)CC4)C. Cell line: MALME-3M. Synergy scores: CSS=2.26, Synergy_ZIP=1.41, Synergy_Bliss=0.384, Synergy_Loewe=-10.3, Synergy_HSA=-4.47. (8) Synergy scores: CSS=36.8, Synergy_ZIP=5.34, Synergy_Bliss=11.2, Synergy_Loewe=6.70, Synergy_HSA=7.72. Drug 1: CC1CCC2CC(C(=CC=CC=CC(CC(C(=O)C(C(C(=CC(C(=O)CC(OC(=O)C3CCCCN3C(=O)C(=O)C1(O2)O)C(C)CC4CCC(C(C4)OC)OCCO)C)C)O)OC)C)C)C)OC. Cell line: A498. Drug 2: CCCCC(=O)OCC(=O)C1(CC(C2=C(C1)C(=C3C(=C2O)C(=O)C4=C(C3=O)C=CC=C4OC)O)OC5CC(C(C(O5)C)O)NC(=O)C(F)(F)F)O.